Dataset: Forward reaction prediction with 1.9M reactions from USPTO patents (1976-2016). Task: Predict the product of the given reaction. Given the reactants [CH3:1][N:2]1[C:6]([N:7]2[CH2:12][CH2:11][CH2:10][CH2:9][CH2:8]2)=[C:5]([C:13]#[N:14])[C:4](=[O:15])[NH:3]1.CO.[CH:18]1C=CC(P(C2C=CC=CC=2)C2C=CC=CC=2)=CC=1.CC(OC(/N=N/C(OC(C)C)=O)=O)C, predict the reaction product. The product is: [CH3:18][O:15][C:4]1[C:5]([C:13]#[N:14])=[C:6]([N:7]2[CH2:12][CH2:11][CH2:10][CH2:9][CH2:8]2)[N:2]([CH3:1])[N:3]=1.